From a dataset of Forward reaction prediction with 1.9M reactions from USPTO patents (1976-2016). Predict the product of the given reaction. (1) Given the reactants O[CH2:2][C:3]1[C:4]([S:9][CH:10]([C:24]2[CH:29]=[CH:28][CH:27]=[CH:26][CH:25]=2)[C:11]([C:13]2[CH:14]=[CH:15][C:16]3[O:21][CH2:20][C:19](=[O:22])[NH:18][C:17]=3[CH:23]=2)=[O:12])=[N:5][CH:6]=[CH:7][CH:8]=1.C1(P(C2C=CC=CC=2)C2C=CC=CC=2)C=CC=CC=1.[Br:49]N1C(=O)CCC1=O.C(OCC)(=O)C, predict the reaction product. The product is: [Br:49][CH2:2][C:3]1[C:4]([S:9][CH:10]([C:24]2[CH:29]=[CH:28][CH:27]=[CH:26][CH:25]=2)[C:11]([C:13]2[CH:14]=[CH:15][C:16]3[O:21][CH2:20][C:19](=[O:22])[NH:18][C:17]=3[CH:23]=2)=[O:12])=[N:5][CH:6]=[CH:7][CH:8]=1. (2) Given the reactants [N:1]1([C:7]2[N:12]3[N:13]=[C:14]([C:16]4[CH:17]=[N:18][CH:19]=[N:20][CH:21]=4)[CH:15]=[C:11]3[N:10]=[C:9]([NH:22][NH2:23])[CH:8]=2)[CH2:6][CH2:5][O:4][CH2:3][CH2:2]1.C(O)(=O)C.[C:28]1([CH3:36])[CH:33]=[CH:32][CH:31]=[C:30]([CH:34]=O)[CH:29]=1, predict the reaction product. The product is: [CH3:36][C:28]1[CH:29]=[C:30]([CH:31]=[CH:32][CH:33]=1)[CH:34]=[N:23][NH:22][C:9]1[CH:8]=[C:7]([N:1]2[CH2:2][CH2:3][O:4][CH2:5][CH2:6]2)[N:12]2[N:13]=[C:14]([C:16]3[CH:17]=[N:18][CH:19]=[N:20][CH:21]=3)[CH:15]=[C:11]2[N:10]=1.